The task is: Predict the reactants needed to synthesize the given product.. This data is from Full USPTO retrosynthesis dataset with 1.9M reactions from patents (1976-2016). The reactants are: [CH3:1][O:2][C:3]1[CH:40]=[CH:39][C:6]([CH2:7][N:8]([CH2:30][C:31]2[CH:36]=[CH:35][C:34]([O:37][CH3:38])=[CH:33][CH:32]=2)[C:9]2[N:14]=[CH:13][C:12]([C:15]3[C:16]4[CH2:29][CH2:28][NH:27][C:17]=4[N:18]=[C:19]([N:21]4[CH2:26][CH2:25][O:24][CH2:23][CH2:22]4)[N:20]=3)=[CH:11][N:10]=2)=[CH:5][CH:4]=1.Br[C:42]1[CH:56]=[CH:55][C:45]([C:46]([NH:48][C:49]2[CH:54]=[CH:53][N:52]=[CH:51][CH:50]=2)=[O:47])=[CH:44][C:43]=1[CH3:57]. Given the product [CH3:38][O:37][C:34]1[CH:33]=[CH:32][C:31]([CH2:30][N:8]([CH2:7][C:6]2[CH:5]=[CH:4][C:3]([O:2][CH3:1])=[CH:40][CH:39]=2)[C:9]2[N:10]=[CH:11][C:12]([C:15]3[C:16]4[CH2:29][CH2:28][N:27]([C:42]5[CH:56]=[CH:55][C:45]([C:46]([NH:48][C:49]6[CH:54]=[CH:53][N:52]=[CH:51][CH:50]=6)=[O:47])=[CH:44][C:43]=5[CH3:57])[C:17]=4[N:18]=[C:19]([N:21]4[CH2:26][CH2:25][O:24][CH2:23][CH2:22]4)[N:20]=3)=[CH:13][N:14]=2)=[CH:36][CH:35]=1, predict the reactants needed to synthesize it.